This data is from Peptide-MHC class I binding affinity with 185,985 pairs from IEDB/IMGT. The task is: Regression. Given a peptide amino acid sequence and an MHC pseudo amino acid sequence, predict their binding affinity value. This is MHC class I binding data. The peptide sequence is YTPGPGIRY. The MHC is HLA-B07:02 with pseudo-sequence HLA-B07:02. The binding affinity (normalized) is 0.